This data is from Peptide-MHC class II binding affinity with 134,281 pairs from IEDB. The task is: Regression. Given a peptide amino acid sequence and an MHC pseudo amino acid sequence, predict their binding affinity value. This is MHC class II binding data. (1) The MHC is HLA-DPA10201-DPB11401 with pseudo-sequence HLA-DPA10201-DPB11401. The peptide sequence is PNYLALLVKYVDGDG. The binding affinity (normalized) is 0.103. (2) The peptide sequence is VIGVAFLAVFQSATK. The MHC is DRB1_0401 with pseudo-sequence DRB1_0401. The binding affinity (normalized) is 0.618. (3) The peptide sequence is LPIGTRSVETDKGPL. The MHC is HLA-DQA10303-DQB10402 with pseudo-sequence HLA-DQA10303-DQB10402. The binding affinity (normalized) is 0. (4) The peptide sequence is GELQIVDKRDAAFKI. The MHC is DRB1_0401 with pseudo-sequence DRB1_0401. The binding affinity (normalized) is 0.220. (5) The peptide sequence is TPTNASHIQSAVVCG. The MHC is DRB1_1501 with pseudo-sequence DRB1_1501. The binding affinity (normalized) is 0.0966. (6) The peptide sequence is SSSSSLLAMAVLAAL. The MHC is DRB3_0101 with pseudo-sequence DRB3_0101. The binding affinity (normalized) is 0.204. (7) The peptide sequence is YKRTDIVEVDRDTAR. The MHC is DRB1_0701 with pseudo-sequence DRB1_0701. The binding affinity (normalized) is 0.532. (8) The peptide sequence is GLVVAMTFFEQVRRL. The MHC is HLA-DPA10103-DPB10401 with pseudo-sequence HLA-DPA10103-DPB10401. The binding affinity (normalized) is 0.771.